This data is from Forward reaction prediction with 1.9M reactions from USPTO patents (1976-2016). The task is: Predict the product of the given reaction. (1) Given the reactants [CH:1]1N=C[N:3]([C:6]([N:8]2C=N[CH:10]=[CH:9]2)=[S:7])[CH:2]=1.COS(C(F)(F)F)(=O)=O.NC1[CH:28]=[CH:27][C:26]([S:29]([NH:32][CH2:33][C:34]2[CH:39]=[CH:38][CH:37]=[CH:36][CH:35]=2)(=[O:31])=[O:30])=[CH:25]C=1.Cl.Cl.N[C:43]1[CH:44]=[C:45](C=C[CH:51]=1)[C:46]([NH2:48])=[NH:47].CCN(C(C)C)C(C)C, predict the reaction product. The product is: [CH2:33]([NH:32][S:29]([C:26]1[CH:25]=[CH:10][C:9]([NH:8][C:6](=[S:7])[NH:3][C:2]2[CH:1]=[C:45]([CH:44]=[CH:43][CH:51]=2)[C:46]([NH2:48])=[NH:47])=[CH:28][CH:27]=1)(=[O:30])=[O:31])[C:34]1[CH:35]=[CH:36][CH:37]=[CH:38][CH:39]=1. (2) Given the reactants [CH3:1][O:2][C:3]1[CH:12]=[C:11]2[C:6]([CH:7]=[CH:8][C:9](=[O:13])[NH:10]2)=[N:5][CH:4]=1.[H-].[Na+].[CH2:16](I)[CH:17]=[CH2:18], predict the reaction product. The product is: [CH3:1][O:2][C:3]1[CH:12]=[C:11]2[C:6]([CH:7]=[CH:8][C:9](=[O:13])[N:10]2[CH2:18][CH:17]=[CH2:16])=[N:5][CH:4]=1. (3) Given the reactants P(Cl)(Cl)(Cl)=O.[N+:6]([C:9]1[CH:10]=[N:11][N:12]([CH2:14][C:15]([OH:17])=O)[CH:13]=1)([O-:8])=[O:7].[F:18][C:19]1[CH:20]=[C:21]([CH:23]=[CH:24][CH:25]=1)[NH2:22].N1C=CC=CC=1.C(=O)(O)[O-].[Na+], predict the reaction product. The product is: [F:18][C:19]1[CH:20]=[C:21]([NH:22][C:15](=[O:17])[CH2:14][N:12]2[CH:13]=[C:9]([N+:6]([O-:8])=[O:7])[CH:10]=[N:11]2)[CH:23]=[CH:24][CH:25]=1.